Dataset: Full USPTO retrosynthesis dataset with 1.9M reactions from patents (1976-2016). Task: Predict the reactants needed to synthesize the given product. (1) Given the product [CH3:39][C:23]1[C:24]([CH3:38])=[C:25]([O:30][CH2:31][CH2:32][CH2:33][S:34]([CH3:37])(=[O:36])=[O:35])[C:26]([CH3:29])=[C:27]([CH3:28])[C:22]=1[C:18]1[CH:19]=[CH:20][CH:21]=[C:16]([CH2:15][O:14][C:12]2[CH:11]=[CH:10][C:9]3[C@H:5]([CH2:4][C:3]([OH:40])=[O:2])[CH2:6][O:7][C:8]=3[CH:13]=2)[CH:17]=1, predict the reactants needed to synthesize it. The reactants are: C[O:2][C:3](=[O:40])[CH2:4][C@H:5]1[C:9]2[CH:10]=[CH:11][C:12]([O:14][CH2:15][C:16]3[CH:17]=[C:18]([C:22]4[C:27]([CH3:28])=[C:26]([CH3:29])[C:25]([O:30][CH2:31][CH2:32][CH2:33][S:34]([CH3:37])(=[O:36])=[O:35])=[C:24]([CH3:38])[C:23]=4[CH3:39])[CH:19]=[CH:20][CH:21]=3)=[CH:13][C:8]=2[O:7][CH2:6]1.CO.[OH-].[Na+].Cl. (2) The reactants are: [NH2:1][C:2]1[CH:38]=[CH:37][C:5]([CH2:6][C:7]2[N:12]3[CH:13]=[C:14]([C:16]4[C:24]5[C:19](=[N:20][CH:21]=[CH:22][CH:23]=5)[NH:18][CH:17]=4)[CH:15]=[C:11]3[C:10](=[O:25])[N:9](CC3C=CC(OC)=CC=3OC)[CH:8]=2)=[CH:4][CH:3]=1.FC(F)(F)C(O)=O. Given the product [NH2:1][C:2]1[CH:3]=[CH:4][C:5]([CH2:6][C:7]2[N:12]3[CH:13]=[C:14]([C:16]4[C:24]5[C:19](=[N:20][CH:21]=[CH:22][CH:23]=5)[NH:18][CH:17]=4)[CH:15]=[C:11]3[C:10](=[O:25])[NH:9][CH:8]=2)=[CH:37][CH:38]=1, predict the reactants needed to synthesize it. (3) The reactants are: [CH3:1][O:2][C:3]1([C:6]([NH2:8])=[O:7])[CH2:5][CH2:4]1.C[Si]([N-][Si](C)(C)C)(C)C.[Li+].Cl[C:20]([O:22][C:23]([CH3:25])=[CH2:24])=[O:21]. Given the product [CH3:1][O:2][C:3]1([C:6]([NH:8][C:20](=[O:21])[O:22][C:23]([CH3:25])=[CH2:24])=[O:7])[CH2:5][CH2:4]1, predict the reactants needed to synthesize it. (4) Given the product [C:19]([O:18][C:16](=[O:17])[NH:1][C@H:2]([C:13](=[O:15])[NH:45][CH2:38][C:39]1[CH:44]=[CH:43][CH:42]=[CH:41][CH:40]=1)[CH2:3][C:4]1[CH:5]=[CH:6][C:7]([N+:10]([O-:12])=[O:11])=[CH:8][CH:9]=1)([CH3:22])([CH3:21])[CH3:20], predict the reactants needed to synthesize it. The reactants are: [NH:1]([C:16]([O:18][C:19]([CH3:22])([CH3:21])[CH3:20])=[O:17])[C@H:2]([C:13]([OH:15])=O)[CH2:3][C:4]1[CH:9]=[CH:8][C:7]([N+:10]([O-:12])=[O:11])=[CH:6][CH:5]=1.CN1CCOCC1.ClC(OCC(C)C)=O.[CH2:38]([NH2:45])[C:39]1[CH:44]=[CH:43][CH:42]=[CH:41][CH:40]=1. (5) The reactants are: C(O[C:5](=[O:11])[C@H:6]([CH:8]([CH3:10])[CH3:9])[NH2:7])C=C.[CH2:12]1[CH2:18][S:15](=[O:17])(=[O:16])[O:14][CH2:13]1.O1C[CH2:22][CH2:21][CH2:20]1. Given the product [CH:8]([C@H:6]([NH:7][CH2:13][CH2:12][CH2:18][S:15]([OH:14])(=[O:17])=[O:16])[C:5](=[O:11])[CH2:22][CH:21]=[CH2:20])([CH3:9])[CH3:10], predict the reactants needed to synthesize it.